From a dataset of Catalyst prediction with 721,799 reactions and 888 catalyst types from USPTO. Predict which catalyst facilitates the given reaction. (1) Reactant: [CH:1]1([N:4]([CH2:37][C:38]2[CH:43]=[C:42]([O:44][CH2:45][CH2:46][N:47]3[CH2:51][CH2:50][CH2:49][CH2:48]3)[CH:41]=[C:40]([CH2:52][CH2:53][CH2:54][O:55][CH3:56])[CH:39]=2)[C:5](=[O:36])[CH:6]([CH2:16][C:17]2[CH:22]=[CH:21][C:20]([O:23][CH2:24][CH2:25][O:26][C:27]3[C:32]([Cl:33])=[CH:31][C:30]([CH3:34])=[CH:29][C:28]=3[Cl:35])=[CH:19][CH:18]=2)[CH2:7][NH:8]C(=O)OC(C)(C)C)[CH2:3][CH2:2]1.Cl. Product: [NH2:8][CH2:7][CH:6]([CH2:16][C:17]1[CH:22]=[CH:21][C:20]([O:23][CH2:24][CH2:25][O:26][C:27]2[C:32]([Cl:33])=[CH:31][C:30]([CH3:34])=[CH:29][C:28]=2[Cl:35])=[CH:19][CH:18]=1)[C:5]([N:4]([CH:1]1[CH2:2][CH2:3]1)[CH2:37][C:38]1[CH:43]=[C:42]([O:44][CH2:45][CH2:46][N:47]2[CH2:48][CH2:49][CH2:50][CH2:51]2)[CH:41]=[C:40]([CH2:52][CH2:53][CH2:54][O:55][CH3:56])[CH:39]=1)=[O:36]. The catalyst class is: 2. (2) Reactant: C(NC(C)C)(C)C.[Li]CCCC.[Br:13][C:14]1[C:15]([C:19]2[CH:26]=[CH:25][C:22]([C:23]#[N:24])=[CH:21][CH:20]=2)=[CH:16][S:17][CH:18]=1.CN([CH:30]=[O:31])C. Product: [Br:13][C:14]1[C:15]([C:19]2[CH:20]=[CH:21][C:22]([C:23]#[N:24])=[CH:25][CH:26]=2)=[CH:16][S:17][C:18]=1[CH:30]=[O:31]. The catalyst class is: 1. (3) Reactant: [H-].[Na+].[NH:3]1[C:7]2=[N:8][CH:9]=[CH:10][CH:11]=[C:6]2[CH:5]=[CH:4]1.[CH3:12][Si:13]([CH3:20])([CH3:19])[CH2:14][CH2:15][O:16][CH2:17]Cl.O. Product: [CH3:12][Si:13]([CH3:20])([CH3:19])[CH2:14][CH2:15][O:16][CH2:17][N:3]1[C:7]2=[N:8][CH:9]=[CH:10][CH:11]=[C:6]2[CH:5]=[CH:4]1. The catalyst class is: 3.